From a dataset of Catalyst prediction with 721,799 reactions and 888 catalyst types from USPTO. Predict which catalyst facilitates the given reaction. Reactant: [F:1][C:2]1[CH:3]=[C:4]([NH2:21])[CH:5]=[CH:6][C:7]=1[O:8][C:9]1[C:18]2[C:13](=[CH:14][C:15]([O:19][CH3:20])=[CH:16][CH:17]=2)[N:12]=[CH:11][CH:10]=1.[C:22]([O:26][C:27]([NH:29][CH2:30][C:31]([O:33][C@H:34]([CH3:52])[CH2:35][N:36]1[C:40]([CH3:41])=[C:39]([C:42](O)=[O:43])[C:38](=[O:45])[N:37]1[C:46]1[CH:51]=[CH:50][CH:49]=[CH:48][CH:47]=1)=[O:32])=[O:28])([CH3:25])([CH3:24])[CH3:23].CCN=C=NCCCN(C)C.C1C=NC2N(O)N=NC=2C=1. Product: [C:22]([O:26][C:27]([NH:29][CH2:30][C:31]([O:33][C@H:34]([CH3:52])[CH2:35][N:36]1[C:40]([CH3:41])=[C:39]([C:42](=[O:43])[NH:21][C:4]2[CH:5]=[CH:6][C:7]([O:8][C:9]3[C:18]4[C:13](=[CH:14][C:15]([O:19][CH3:20])=[CH:16][CH:17]=4)[N:12]=[CH:11][CH:10]=3)=[C:2]([F:1])[CH:3]=2)[C:38](=[O:45])[N:37]1[C:46]1[CH:47]=[CH:48][CH:49]=[CH:50][CH:51]=1)=[O:32])=[O:28])([CH3:23])([CH3:24])[CH3:25]. The catalyst class is: 2.